Dataset: NCI-60 drug combinations with 297,098 pairs across 59 cell lines. Task: Regression. Given two drug SMILES strings and cell line genomic features, predict the synergy score measuring deviation from expected non-interaction effect. Drug 1: C1=CC(=CC=C1CC(C(=O)O)N)N(CCCl)CCCl.Cl. Drug 2: CCC1(CC2CC(C3=C(CCN(C2)C1)C4=CC=CC=C4N3)(C5=C(C=C6C(=C5)C78CCN9C7C(C=CC9)(C(C(C8N6C=O)(C(=O)OC)O)OC(=O)C)CC)OC)C(=O)OC)O.OS(=O)(=O)O. Cell line: OVCAR-8. Synergy scores: CSS=24.1, Synergy_ZIP=-2.06, Synergy_Bliss=5.97, Synergy_Loewe=-5.26, Synergy_HSA=1.14.